Dataset: Forward reaction prediction with 1.9M reactions from USPTO patents (1976-2016). Task: Predict the product of the given reaction. (1) Given the reactants O.[C:2]([O:5][C:6]1[CH:7]=[C:8]([O:16][C:17](=[O:19])[CH3:18])[CH:9]=[C:10]([O:12][C:13](=O)[CH3:14])[CH:11]=1)(=[O:4])[CH3:3].[H-].[Na+].C(Cl)[C:23]1[CH:28]=[CH:27]C=[CH:25][CH:24]=1.Cl, predict the reaction product. The product is: [C:17]([O:16][C:8]1[CH:7]=[C:6]([O:5][C:2](=[O:4])[CH3:3])[CH:11]=[C:10]([O:12][CH2:13][C:14]2[CH:27]=[CH:28][CH:23]=[CH:24][CH:25]=2)[CH:9]=1)(=[O:19])[CH3:18]. (2) Given the reactants I[C:2]1[S:6][C:5]([Si:7]([CH:14]([CH3:16])[CH3:15])([CH:11]([CH3:13])[CH3:12])[CH:8]([CH3:10])[CH3:9])=[N:4][CH:3]=1.C([Li])[CH2:18][CH2:19][CH3:20].Cl, predict the reaction product. The product is: [CH:8]([Si:7]([CH:14]([CH3:16])[CH3:15])([CH:11]([CH3:13])[CH3:12])[C:5]1[S:6][C:2]([C:2]2[S:6][C:5]([Si:7]([CH:11]([CH3:13])[CH3:12])([CH:19]([CH3:20])[CH3:18])[CH:8]([CH3:9])[CH3:10])=[N:4][CH:3]=2)=[CH:3][N:4]=1)([CH3:10])[CH3:9].